Predict the product of the given reaction. From a dataset of Forward reaction prediction with 1.9M reactions from USPTO patents (1976-2016). Given the reactants [C:1]([C:3]1[CH:8]=[CH:7][CH:6]=[CH:5][C:4]=1[C:9]1[CH:14]=[CH:13][C:12]([CH2:15][CH:16]([C:22](=O)[CH2:23][CH2:24][CH3:25])[C:17](OCC)=[O:18])=[CH:11][C:10]=1[CH3:27])#[N:2].[O:28]1[C:32]2([CH2:37][CH2:36][CH:35]([NH:38][C:39]3[NH:43][N:42]=[C:41]([CH3:44])[N:40]=3)[CH2:34][CH2:33]2)[O:31][CH2:30][CH2:29]1.N12CCCN=C1CCCCC2.C(N(CC)C1C=CC=CC=1)C, predict the reaction product. The product is: [O:28]1[C:32]2([CH2:33][CH2:34][CH:35]([N:38]3[C:17](=[O:18])[C:16]([CH2:15][C:12]4[CH:13]=[CH:14][C:9]([C:4]5[C:3]([C:1]#[N:2])=[CH:8][CH:7]=[CH:6][CH:5]=5)=[C:10]([CH3:27])[CH:11]=4)=[C:22]([CH2:23][CH2:24][CH3:25])[N:43]4[N:42]=[C:41]([CH3:44])[N:40]=[C:39]34)[CH2:36][CH2:37]2)[O:31][CH2:30][CH2:29]1.